Dataset: HIV replication inhibition screening data with 41,000+ compounds from the AIDS Antiviral Screen. Task: Binary Classification. Given a drug SMILES string, predict its activity (active/inactive) in a high-throughput screening assay against a specified biological target. (1) The molecule is CCOC(=O)C(CCC1=NC(C)(C)CC(C)O1)C(=O)OCC. The result is 0 (inactive). (2) The compound is CON=C(C)CCC#Cc1ccccc1C(=O)OC. The result is 0 (inactive). (3) The compound is O=C1CC2(C(=O)O1)C1C(=O)OC(=O)C1C1c3ccccc3C=NN12. The result is 0 (inactive). (4) The result is 0 (inactive). The drug is CCOC(=O)C(C)(c1c(C)n(C)c2ccccc12)c1c(C)n(C)c2ccccc12. (5) The compound is O=C(c1ccccc1)c1cn(N=Cc2ccccc2)c(=O)nc1-c1ccccc1. The result is 0 (inactive). (6) The result is 0 (inactive). The compound is CCOC(=O)CCC(NC(=O)CNC(=O)CNC(=O)C(CCC(=O)OCC)NC(=O)C(CCC(=O)OCC)NC(=O)C(CCC(=O)OCC)NC(=O)OCc1ccccc1)C(=O)NC(CCC(=O)OCC)C(=O)NC(CCC(=O)OCC)C(=O)OCC. (7) The molecule is CC(C)OP(=O)(OC(C)C)C(C(C)C)N(C)C(=N)NC#N. The result is 0 (inactive). (8) The molecule is N=C(N)c1ccc(C=Cc2ccc(C(=N)N)cc2O)cc1.O=S(=O)(O)CCO. The result is 0 (inactive). (9) The drug is CCOC(=O)C(C(=O)OCC)=C(N)C(Cl)(Cl)Cl. The result is 0 (inactive). (10) The drug is O=c1c(O)c(-c2cc(O)c(O)c(O)c2)oc2cc(O)cc(O)c12. The result is 0 (inactive).